This data is from CYP2D6 inhibition data for predicting drug metabolism from PubChem BioAssay. The task is: Regression/Classification. Given a drug SMILES string, predict its absorption, distribution, metabolism, or excretion properties. Task type varies by dataset: regression for continuous measurements (e.g., permeability, clearance, half-life) or binary classification for categorical outcomes (e.g., BBB penetration, CYP inhibition). Dataset: cyp2d6_veith. (1) The molecule is COc1cccc(-n2c(O)c(C=NCc3ccc4c(c3)OCO4)c(=O)[nH]c2=O)c1. The result is 0 (non-inhibitor). (2) The drug is CC(=O)[C@]1(O)CC[C@@H]2[C@H]3C[C@@H](C)C4=CC(=O)CC[C@@]4(C)[C@H]3[C@@H](O)C[C@]21C. The result is 0 (non-inhibitor). (3) The molecule is COCCn1c(=O)cnc2cnc(Oc3ccccc3)nc21. The result is 0 (non-inhibitor). (4) The result is 1 (inhibitor). The compound is Cn1cnc2c(NCc3ccccc3)nc(NCCO)nc21. (5) The compound is Cc1cc(C=C(C#N)C#N)c(C)n1-c1ccccc1. The result is 0 (non-inhibitor). (6) The drug is COc1ccc2[nH]cc(CCNc3ncncc3-c3ccc(N(C)C)cc3)c2c1. The result is 1 (inhibitor).